From a dataset of Full USPTO retrosynthesis dataset with 1.9M reactions from patents (1976-2016). Predict the reactants needed to synthesize the given product. (1) Given the product [N+:1]([C:4]1[CH:9]=[CH:8][CH:7]=[CH:6][C:5]=1[S:10]([NH:22][C:21]1[CH:23]=[CH:24][CH:25]=[C:19]([S:18][C:15]([F:17])([F:14])[F:16])[CH:20]=1)(=[O:12])=[O:11])([O-:3])=[O:2], predict the reactants needed to synthesize it. The reactants are: [N+:1]([C:4]1[CH:9]=[CH:8][CH:7]=[CH:6][C:5]=1[S:10](Cl)(=[O:12])=[O:11])([O-:3])=[O:2].[F:14][C:15]([S:18][C:19]1[CH:20]=[C:21]([CH:23]=[CH:24][CH:25]=1)[NH2:22])([F:17])[F:16]. (2) Given the product [NH2:48][CH2:47][CH2:46][CH2:45][CH2:44][CH:43]([NH:42][C:13]([C:12]1[CH:16]=[CH:17][C:9]([Cl:8])=[C:10]([NH:18][C:19]([C:21]2[C:32](=[O:33])[NH:31][C:24]3[N:25]=[C:26]([O:29][CH3:30])[N:27]=[CH:28][C:23]=3[CH:22]=2)=[O:20])[CH:11]=1)=[O:15])[C:7]1[CH:6]=[CH:11][CH:10]=[CH:9][CH:17]=1, predict the reactants needed to synthesize it. The reactants are: C(N([CH2:6][CH3:7])CC)C.[Cl:8][C:9]1[CH:17]=[CH:16][C:12]([C:13]([OH:15])=O)=[CH:11][C:10]=1[NH:18][C:19]([C:21]1[C:32](=[O:33])[NH:31][C:24]2[N:25]=[C:26]([O:29][CH3:30])[N:27]=[CH:28][C:23]=2[CH:22]=1)=[O:20].CN(C(O[N:42]1N=N[C:44]2[CH:45]=[CH:46][CH:47]=[N:48][C:43]1=2)=[N+](C)C)C.F[P-](F)(F)(F)(F)F. (3) Given the product [Cl:1][C:2]1[CH:3]=[CH:4][C:5]2[N:11]3[C:12]([C:15]([F:18])([F:17])[F:16])=[N:13][N:14]=[C:10]3[C@@H:9]([CH2:19][C:20]([NH:22][C:23]3([C:27]([OH:29])=[O:28])[CH2:26][CH2:25][CH2:24]3)=[O:21])[S:8][C@H:7]([C:32]3[CH:37]=[CH:36][CH:35]=[C:34]([O:38][CH3:39])[C:33]=3[O:40][CH3:41])[C:6]=2[CH:42]=1, predict the reactants needed to synthesize it. The reactants are: [Cl:1][C:2]1[CH:3]=[CH:4][C:5]2[N:11]3[C:12]([C:15]([F:18])([F:17])[F:16])=[N:13][N:14]=[C:10]3[C@@H:9]([CH2:19][C:20]([NH:22][C:23]3([C:27]([O:29]CC)=[O:28])[CH2:26][CH2:25][CH2:24]3)=[O:21])[S:8][C@H:7]([C:32]3[CH:37]=[CH:36][CH:35]=[C:34]([O:38][CH3:39])[C:33]=3[O:40][CH3:41])[C:6]=2[CH:42]=1.Cl. (4) Given the product [ClH:45].[CH3:1][NH:2][CH2:3][C:4]([O:6][C@H:7]([CH3:44])[CH2:8][N:9]1[C:13]([CH3:14])=[C:12]([C:15](=[O:36])[NH:16][C:17]2[CH:22]=[CH:21][C:20]([O:23][C:24]3[C:33]4[C:28](=[CH:29][C:30]([O:34][CH3:35])=[CH:31][CH:32]=4)[N:27]=[CH:26][CH:25]=3)=[CH:19][N:18]=2)[C:11](=[O:37])[N:10]1[C:38]1[CH:39]=[CH:40][CH:41]=[CH:42][CH:43]=1)=[O:5], predict the reactants needed to synthesize it. The reactants are: [CH3:1][NH:2][CH2:3][C:4]([O:6][C@H:7]([CH3:44])[CH2:8][N:9]1[C:13]([CH3:14])=[C:12]([C:15](=[O:36])[NH:16][C:17]2[CH:22]=[CH:21][C:20]([O:23][C:24]3[C:33]4[C:28](=[CH:29][C:30]([O:34][CH3:35])=[CH:31][CH:32]=4)[N:27]=[CH:26][CH:25]=3)=[CH:19][N:18]=2)[C:11](=[O:37])[N:10]1[C:38]1[CH:43]=[CH:42][CH:41]=[CH:40][CH:39]=1)=[O:5].[ClH:45]. (5) Given the product [Cl:1][C:2]1[C:10]2[CH:9]([CH2:11][C:12]([OH:14])=[O:13])[O:8][B:7]([OH:17])[C:6]=2[CH:5]=[C:4]([OH:18])[CH:3]=1, predict the reactants needed to synthesize it. The reactants are: [Cl:1][C:2]1[C:10]2[CH:9]([CH2:11][C:12]([O:14]CC)=[O:13])[O:8][B:7]([OH:17])[C:6]=2[CH:5]=[C:4]([OH:18])[CH:3]=1.[OH-].[Li+].Cl.